The task is: Predict the reactants needed to synthesize the given product.. This data is from Full USPTO retrosynthesis dataset with 1.9M reactions from patents (1976-2016). (1) Given the product [CH2:1]=[C:12]1[CH2:17][CH2:16][CH:15]([C:18]([O:20][CH2:21][CH3:22])=[O:19])[CH2:14][CH2:13]1, predict the reactants needed to synthesize it. The reactants are: [CH3:1][Si]([N-][Si](C)(C)C)(C)C.[Li+].O=[C:12]1[CH2:17][CH2:16][CH:15]([C:18]([O:20][CH2:21][CH3:22])=[O:19])[CH2:14][CH2:13]1. (2) Given the product [CH:7]([C:9]1[C:18]2[C:13](=[CH:14][CH:15]=[CH:16][CH:17]=2)[C:12]([NH:19][C:20](=[O:26])[O:21][C:22]([CH3:25])([CH3:24])[CH3:23])=[CH:11][CH:10]=1)=[CH2:1], predict the reactants needed to synthesize it. The reactants are: [CH3:1]C(C)([O-])C.[K+].[CH:7]([C:9]1[C:18]2[C:13](=[CH:14][CH:15]=[CH:16][CH:17]=2)[C:12]([NH:19][C:20](=[O:26])[O:21][C:22]([CH3:25])([CH3:24])[CH3:23])=[CH:11][CH:10]=1)=O.[NH4+].[Cl-].